This data is from Forward reaction prediction with 1.9M reactions from USPTO patents (1976-2016). The task is: Predict the product of the given reaction. (1) Given the reactants C(OC([NH:8][C@H:9]([CH2:31][C:32]1[CH:37]=[CH:36][CH:35]=[CH:34][CH:33]=1)[CH2:10][N:11]([CH2:14][C@H:15]([NH:23][C:24]([O:26][C:27](C)(C)[CH3:28])=[O:25])[CH2:16][C:17]1[CH:22]=[CH:21][CH:20]=[CH:19][CH:18]=1)[CH2:12][CH3:13])=O)(C)(C)C.FC(F)(F)C(O)=O.[C:45](=[O:63])([O:56][CH2:57][C:58]1[S:62][CH:61]=[N:60][CH:59]=1)OC1C=CC([N+]([O-])=O)=CC=1, predict the reaction product. The product is: [CH2:12]([N:11]([CH2:10][C@@H:9]([NH:8][C:45]([O:56][CH2:57][C:58]1[S:62][CH:61]=[N:60][CH:59]=1)=[O:63])[CH2:31][C:32]1[CH:33]=[CH:34][CH:35]=[CH:36][CH:37]=1)[CH2:14][C@@H:15]([NH:23][C:24]([O:26][CH2:27][C:28]1[S:62][CH:61]=[N:60][CH:59]=1)=[O:25])[CH2:16][C:17]1[CH:22]=[CH:21][CH:20]=[CH:19][CH:18]=1)[CH3:13]. (2) Given the reactants [CH3:1]COCC.[F:6][C:7]1[CH:8]=[C:9](/[CH:13]=[CH:14]/[C:15]([O:17][CH3:18])=[O:16])[CH:10]=[CH:11][CH:12]=1.[N+](=C)=[N-], predict the reaction product. The product is: [F:6][C:7]1[CH:8]=[C:9]([CH:13]2[CH2:1][CH:14]2[C:15]([O:17][CH3:18])=[O:16])[CH:10]=[CH:11][CH:12]=1. (3) Given the reactants [CH:1]1([S:4]([C:7]2[CH:12]=[CH:11][C:10]([CH2:13][C:14]([O:16][CH2:17][CH3:18])=[O:15])=[CH:9][CH:8]=2)(=[O:6])=[O:5])[CH2:3][CH2:2]1.C1(C)C=CC(S([N:28]=[N+:29]=[N-])(=O)=O)=CC=1.C1CCN2C(=NCCC2)CC1, predict the reaction product. The product is: [CH:1]1([S:4]([C:7]2[CH:12]=[CH:11][C:10]([C:13](=[N+:28]=[N-:29])[C:14]([O:16][CH2:17][CH3:18])=[O:15])=[CH:9][CH:8]=2)(=[O:6])=[O:5])[CH2:2][CH2:3]1. (4) The product is: [CH3:1][N:2]1[C:7](=[O:8])[CH:6]=[C:5]([C:9]2[CH:14]=[CH:13][N:12]=[CH:11][N:10]=2)[N:4]=[C:3]1[O:15][CH:16]1[CH2:21][CH2:20][N:19]([C:23]2[CH:30]=[CH:29][CH:28]=[CH:27][C:24]=2[CH:25]=[O:26])[CH2:18][CH2:17]1. Given the reactants [CH3:1][N:2]1[C:7](=[O:8])[CH:6]=[C:5]([C:9]2[CH:14]=[CH:13][N:12]=[CH:11][N:10]=2)[N:4]=[C:3]1[O:15][CH:16]1[CH2:21][CH2:20][NH:19][CH2:18][CH2:17]1.F[C:23]1[CH:30]=[CH:29][CH:28]=[CH:27][C:24]=1[CH:25]=[O:26].C(=O)([O-])[O-].[K+].[K+], predict the reaction product.